From a dataset of Catalyst prediction with 721,799 reactions and 888 catalyst types from USPTO. Predict which catalyst facilitates the given reaction. (1) Reactant: [OH:1][S:2]([OH:5])(=[O:4])=[O:3].O.[F:7][C:8]1[CH:13]=[C:12]([F:14])[CH:11]=[CH:10][C:9]=1[C:15]1[CH:20]=[CH:19][CH:18]=[C:17]([N:21]2[CH2:26][CH2:25][C:24]([CH2:33][CH2:34][OH:35])([C:27]3[CH:32]=[CH:31][CH:30]=[CH:29][CH:28]=3)[O:23][C:22]2=[O:36])[CH:16]=1.CC(C)=[O:39].OS(O)(=O)=O.[O:46]=[Cr:47](=[O:49])=[O:48]. Product: [CH3:25][C:24]([CH3:27])=[O:23].[OH:4][S:2]([OH:5])(=[O:3])=[O:1].[O:46]=[Cr:47](=[O:49])=[O:48].[F:7][C:8]1[CH:13]=[C:12]([F:14])[CH:11]=[CH:10][C:9]=1[C:15]1[CH:20]=[CH:19][CH:18]=[C:17]([N:21]2[CH2:26][CH2:25][C:24]([CH2:33][C:34]([OH:39])=[O:35])([C:27]3[CH:32]=[CH:31][CH:30]=[CH:29][CH:28]=3)[O:23][C:22]2=[O:36])[CH:16]=1. The catalyst class is: 21. (2) Product: [F:28][C:25]([F:26])([F:27])[C:21]1[CH:20]=[C:19]([CH:24]=[CH:23][CH:22]=1)[O:18][CH:16]1[CH2:17][NH:14][CH2:15]1. The catalyst class is: 331. Reactant: C([N:14]1[CH2:17][CH:16]([O:18][C:19]2[CH:24]=[CH:23][CH:22]=[C:21]([C:25]([F:28])([F:27])[F:26])[CH:20]=2)[CH2:15]1)(C1C=CC=CC=1)C1C=CC=CC=1. (3) Reactant: [Br:1][C:2]1[C:3]([CH2:22][C:23]([O:25]CC)=[O:24])=[CH:4][C:5]([NH:8][C:9]2[S:10][CH:11]=[C:12]([CH2:14][CH2:15][C:16]3[CH:21]=[CH:20][CH:19]=[CH:18][CH:17]=3)[N:13]=2)=[N:6][CH:7]=1.[OH-].[Na+].Cl. Product: [Br:1][C:2]1[C:3]([CH2:22][C:23]([OH:25])=[O:24])=[CH:4][C:5]([NH:8][C:9]2[S:10][CH:11]=[C:12]([CH2:14][CH2:15][C:16]3[CH:21]=[CH:20][CH:19]=[CH:18][CH:17]=3)[N:13]=2)=[N:6][CH:7]=1. The catalyst class is: 1. (4) Reactant: [I-].[NH2:2][N+:3]1[CH:8]=[CH:7][CH:6]=[CH:5][CH:4]=1.[C:9]([O:15][CH2:16][CH3:17])(=[O:14])[C:10]#[C:11][CH2:12][CH3:13].C(=O)([O-])[O-].[K+].[K+].O. Product: [CH2:12]([C:11]1[C:10]([C:9]([O:15][CH2:16][CH3:17])=[O:14])=[C:4]2[CH:5]=[CH:6][CH:7]=[CH:8][N:3]2[N:2]=1)[CH3:13]. The catalyst class is: 9. (5) Reactant: [C:1]1([C:11]2[N:16]=[N:15][C:14](O)=[CH:13][C:12]=2[C:18]2[CH:23]=[CH:22][N:21]=[CH:20][CH:19]=2)[C:10]2[C:5](=[CH:6][CH:7]=[CH:8][CH:9]=2)[CH:4]=[CH:3][CH:2]=1.O=P(Cl)(Cl)[Cl:26].[OH-].[Na+]. Product: [Cl:26][C:14]1[N:15]=[N:16][C:11]([C:1]2[C:10]3[C:5](=[CH:6][CH:7]=[CH:8][CH:9]=3)[CH:4]=[CH:3][CH:2]=2)=[C:12]([C:18]2[CH:23]=[CH:22][N:21]=[CH:20][CH:19]=2)[CH:13]=1. The catalyst class is: 10. (6) Reactant: C1C=C(Cl)C=C(C(OO)=O)C=1.[Br:12][C:13]1[CH:14]=[N:15][C:16]2[C:17]3[N:25]([CH2:26][C:27]([CH3:30])([OH:29])[CH3:28])[C:24]([CH2:31][O:32][CH2:33][CH3:34])=[N:23][C:18]=3[CH:19]=[N:20][C:21]=2[CH:22]=1.[OH-].[NH4+:36].C1(C)C=CC(S(Cl)(=O)=O)=CC=1. Product: [NH2:36][C:19]1[C:18]2[N:23]=[C:24]([CH2:31][O:32][CH2:33][CH3:34])[N:25]([CH2:26][C:27]([CH3:28])([OH:29])[CH3:30])[C:17]=2[C:16]2[N:15]=[CH:14][C:13]([Br:12])=[CH:22][C:21]=2[N:20]=1. The catalyst class is: 22. (7) The catalyst class is: 3. Reactant: Cl[CH2:2][CH2:3][N:4]1[CH2:9][CH2:8][O:7][CH2:6][CH2:5]1.C([O-])([O-])=O.[Cs+].[Cs+].[OH:16][C:17]1[CH:26]=[C:25]2[C:20]([C:21]([O:27][C:28]3[CH:41]=[CH:40][C:31]4[C:32]([C:36]([NH:38][CH3:39])=[O:37])=[C:33]([CH3:35])[O:34][C:30]=4[CH:29]=3)=[CH:22][CH:23]=[N:24]2)=[CH:19][CH:18]=1. Product: [CH3:39][NH:38][C:36]([C:32]1[C:31]2[CH:40]=[CH:41][C:28]([O:27][C:21]3[C:20]4[C:25](=[CH:26][C:17]([O:16][CH2:2][CH2:3][N:4]5[CH2:9][CH2:8][O:7][CH2:6][CH2:5]5)=[CH:18][CH:19]=4)[N:24]=[CH:23][CH:22]=3)=[CH:29][C:30]=2[O:34][C:33]=1[CH3:35])=[O:37].